From a dataset of Reaction yield outcomes from USPTO patents with 853,638 reactions. Predict the reaction yield, written as a fraction of the theoretical maximum amount of product (1.0 means a 100% yield; for example, 0.34 means a 34% yield). (1) The reactants are [NH2:1][C:2](=[O:30])[C@@H:3]([NH:7][C:8](=[O:29])[CH2:9][N:10]1[CH2:13][C:12]2([CH2:17][CH2:16][CH2:15][N:14]2C(OCC2C=CC=CC=2)=O)[C:11]1=[O:28])[C@H:4]([OH:6])[CH3:5]. The catalyst is CO.[Pd]. The product is [OH:6][C@H:4]([CH3:5])[C@H:3]([NH:7][C:8](=[O:29])[CH2:9][N:10]1[CH2:13][C:12]2([CH2:17][CH2:16][CH2:15][NH:14]2)[C:11]1=[O:28])[C:2]([NH2:1])=[O:30]. The yield is 0.985. (2) The reactants are Br[C:2]1[CH:3]=[C:4]([N:22]([CH2:29][CH3:30])[CH:23]2[CH2:28][CH2:27][O:26][CH2:25][CH2:24]2)[C:5]([CH3:21])=[C:6]([CH:20]=1)[C:7]([NH:9][CH2:10][C:11]1[C:12](=[O:19])[NH:13][C:14]([CH3:18])=[CH:15][C:16]=1[CH3:17])=[O:8].CC1(C)OB([C:37]2[CH:38]=[CH:39][C:40]([CH2:43][OH:44])=[N:41][CH:42]=2)OC1(C)C.C(=O)([O-])[O-].[Na+].[Na+]. The catalyst is O.C1C=CC([P]([Pd]([P](C2C=CC=CC=2)(C2C=CC=CC=2)C2C=CC=CC=2)([P](C2C=CC=CC=2)(C2C=CC=CC=2)C2C=CC=CC=2)[P](C2C=CC=CC=2)(C2C=CC=CC=2)C2C=CC=CC=2)(C2C=CC=CC=2)C2C=CC=CC=2)=CC=1. The product is [CH3:17][C:16]1[CH:15]=[C:14]([CH3:18])[NH:13][C:12](=[O:19])[C:11]=1[CH2:10][NH:9][C:7](=[O:8])[C:6]1[CH:20]=[C:2]([C:37]2[CH:42]=[N:41][C:40]([CH2:43][OH:44])=[CH:39][CH:38]=2)[CH:3]=[C:4]([N:22]([CH2:29][CH3:30])[CH:23]2[CH2:28][CH2:27][O:26][CH2:25][CH2:24]2)[C:5]=1[CH3:21]. The yield is 0.370. (3) The reactants are [F:1][C:2]1[CH:7]=[CH:6][C:5]([S:8](Cl)(=[O:10])=[O:9])=[CH:4][C:3]=1[N+:12]([O-:14])=[O:13].[CH2:15]([N:17](CC)CC)C.Cl.CN. The catalyst is C1COCC1.O.O.C(OCC)(=O)C. The product is [F:1][C:2]1[CH:7]=[CH:6][C:5]([S:8]([NH:17][CH3:15])(=[O:10])=[O:9])=[CH:4][C:3]=1[N+:12]([O-:14])=[O:13]. The yield is 0.900. (4) The yield is 0.930. The catalyst is C(OCC)(=O)C. The reactants are CN(C=O)C.[F:6][C:7]1[CH:12]=[CH:11][C:10]([OH:13])=[CH:9][C:8]=1[N+:14]([O-:16])=[O:15].[H-].[Na+].[CH2:19](I)[CH3:20]. The product is [CH2:19]([O:13][C:10]1[CH:11]=[CH:12][C:7]([F:6])=[C:8]([N+:14]([O-:16])=[O:15])[CH:9]=1)[CH3:20].